Predict the reaction yield, written as a fraction of the theoretical maximum amount of product (1.0 means a 100% yield; for example, 0.34 means a 34% yield). From a dataset of Reaction yield outcomes from USPTO patents with 853,638 reactions. (1) The reactants are [NH:1]1[C:9]2[C:4](=[CH:5][C:6]([O:10][C:11]3[C:20]4[C:15](=[CH:16][C:17]([O:23][CH2:24][C@H:25]5[CH2:27][O:26]5)=[C:18]([O:21][CH3:22])[CH:19]=4)[N:14]=[CH:13][N:12]=3)=[CH:7][CH:8]=2)[CH:3]=[CH:2]1.[CH:28]([NH2:31])([CH3:30])[CH3:29]. The catalyst is C1COCC1. The product is [OH:26][C@H:25]([CH2:27][NH:31][CH:28]([CH3:30])[CH3:29])[CH2:24][O:23][C:17]1[CH:16]=[C:15]2[C:20]([C:11]([O:10][C:6]3[CH:5]=[C:4]4[C:9](=[CH:8][CH:7]=3)[NH:1][CH:2]=[CH:3]4)=[N:12][CH:13]=[N:14]2)=[CH:19][C:18]=1[O:21][CH3:22]. The yield is 0.680. (2) The reactants are Br[C:2]1[CH:7]=[CH:6][CH:5]=[C:4]([Cl:8])[CH:3]=1.[Li]CCCC.CCCCCC.CON(C)[C:23]([C@@H:25]1[CH2:30][CH2:29][CH2:28][N:27]([C:31]([O:33][C:34]([CH3:37])([CH3:36])[CH3:35])=[O:32])[CH2:26]1)=[O:24]. The catalyst is C1COCC1. The product is [Cl:8][C:4]1[CH:3]=[C:2]([CH:7]=[CH:6][CH:5]=1)[C:23]([C@@H:25]1[CH2:30][CH2:29][CH2:28][N:27]([C:31]([O:33][C:34]([CH3:37])([CH3:36])[CH3:35])=[O:32])[CH2:26]1)=[O:24]. The yield is 1.00. (3) The reactants are [I:1][CH3:2].[F:3][C:4]1[CH:5]=[C:6]([NH:16][C:17]([NH2:19])=[S:18])[CH:7]=[CH:8][C:9]=1[N:10]1[CH:14]=[N:13][C:12]([CH3:15])=[N:11]1. The catalyst is C(O)C. The product is [IH:1].[F:3][C:4]1[CH:5]=[C:6]([NH:16][C:17]([S:18][CH3:2])=[NH:19])[CH:7]=[CH:8][C:9]=1[N:10]1[CH:14]=[N:13][C:12]([CH3:15])=[N:11]1. The yield is 0.980. (4) The reactants are [C:1]([OH:8])(=[O:7])[CH2:2][CH2:3][C:4]([OH:6])=[O:5].O.O.O.O.O.O.[C:15]([O-:22])(=[O:21])[CH2:16][CH2:17][C:18]([O-:20])=[O:19].[Na+:23].[Na+]. The catalyst is O. The product is [C:1]([OH:8])(=[O:7])[CH2:2][CH2:3][C:4]([OH:6])=[O:5].[C:15]([O-:22])(=[O:21])[CH2:16][CH2:17][C:18]([O-:20])=[O:19].[Na+:23].[Na+:23]. The yield is 0.250. (5) The catalyst is CS(C)=O. The reactants are [OH:1][CH2:2][CH:3]1[CH2:6][CH:5]([N:7]2[CH2:12][CH2:11][CH:10]([N:13]3[C:18](=[O:19])[CH2:17][O:16][C@H:15]4[CH2:20][CH2:21][CH2:22][CH2:23][C@H:14]34)[CH2:9][CH2:8]2)[CH2:4]1.[OH-].[K+].I[CH2:27][CH3:28]. The product is [CH2:27]([O:1][CH2:2][CH:3]1[CH2:6][CH:5]([N:7]2[CH2:8][CH2:9][CH:10]([N:13]3[C:18](=[O:19])[CH2:17][O:16][C@H:15]4[CH2:20][CH2:21][CH2:22][CH2:23][C@H:14]34)[CH2:11][CH2:12]2)[CH2:4]1)[CH3:28]. The yield is 0.170. (6) The reactants are [NH2:1][C:2]1[CH2:3][C:4]([C:14]([N:16]([CH2:20][CH2:21][CH3:22])[CH2:17][CH2:18][CH3:19])=[O:15])=[CH:5][C:6]2[CH:12]=[CH:11][C:10](Br)=[CH:9][C:7]=2[N:8]=1.CO[C:25]([C:27]1[CH:32]=[CH:31][C:30](B(O)O)=[CH:29][CH:28]=1)=[O:26].[C:36](=O)([O-])[O-:37].[K+].[K+]. The catalyst is C(#N)C.CCOC(C)=O.C1C=CC([P]([Pd]([P](C2C=CC=CC=2)(C2C=CC=CC=2)C2C=CC=CC=2)([P](C2C=CC=CC=2)(C2C=CC=CC=2)C2C=CC=CC=2)[P](C2C=CC=CC=2)(C2C=CC=CC=2)C2C=CC=CC=2)(C2C=CC=CC=2)C2C=CC=CC=2)=CC=1. The product is [NH2:1][C:2]1[CH2:3][C:4]([C:14]([N:16]([CH2:20][CH2:21][CH3:22])[CH2:17][CH2:18][CH3:19])=[O:15])=[CH:5][C:6]2[CH:12]=[CH:11][C:10]([C:30]3[CH:29]=[CH:28][C:27]([CH:25]([OH:26])[CH2:36][OH:37])=[CH:32][CH:31]=3)=[CH:9][C:7]=2[N:8]=1. The yield is 0.190.